From a dataset of Reaction yield outcomes from USPTO patents with 853,638 reactions. Predict the reaction yield, written as a fraction of the theoretical maximum amount of product (1.0 means a 100% yield; for example, 0.34 means a 34% yield). (1) The product is [F:1][CH:2]([C:4]1[N:9]=[C:8]([CH2:10][CH2:11][CH3:12])[N:7]([CH2:15][C:16]2[CH:17]=[CH:18][C:19]([C:22]3[C:23]([C:28]#[N:29])=[CH:24][CH:25]=[CH:26][CH:27]=3)=[CH:20][CH:21]=2)[C:6](=[O:13])[CH:5]=1)[CH3:3]. The reactants are [F:1][CH:2]([C:4]1[N:9]=[C:8]([CH2:10][CH2:11][CH3:12])[NH:7][C:6](=[O:13])[CH:5]=1)[CH3:3].Br[CH2:15][C:16]1[CH:21]=[CH:20][C:19]([C:22]2[C:23]([C:28]#[N:29])=[CH:24][CH:25]=[CH:26][CH:27]=2)=[CH:18][CH:17]=1.C(=O)([O-])[O-].[K+].[K+]. The catalyst is C(#N)C.C(OCC)(=O)C. The yield is 0.430. (2) The reactants are [Cl:1][C:2]1[CH:7]=[CH:6][C:5]([C:8](=[N:10][S@](C(C)(C)C)=O)[CH3:9])=[C:4]([F:17])[CH:3]=1.C([BH-](C(CC)C)C(CC)C)(CC)C.[Li+]. The catalyst is C1COCC1. The product is [Cl:1][C:2]1[CH:7]=[CH:6][C:5]([C@H:8]([NH2:10])[CH3:9])=[C:4]([F:17])[CH:3]=1. The yield is 0.790. (3) The reactants are [CH3:1][O:2][C:3]1[CH:4]=[C:5]2[C:9](=[CH:10][CH:11]=1)[NH:8][CH:7]=[CH:6]2.[CH2:12]1N2CCN(CC2)C1.CN(C=O)C. The catalyst is CCOC(C)=O.O. The product is [CH3:1][O:2][C:3]1[CH:4]=[C:5]2[C:9](=[CH:10][CH:11]=1)[N:8]([CH3:12])[CH:7]=[CH:6]2. The yield is 0.970. (4) The reactants are [CH2:1]([O:3][C:4]([C:6]1[C:7](=[N:31]O)[C:8]2[C:13]([C:14]=1[C:15]1[CH:20]=[CH:19][CH:18]=[CH:17][CH:16]=1)=[CH:12][CH:11]=[C:10]([O:21][CH2:22][CH2:23][CH2:24][C:25]1[CH:30]=[CH:29][CH:28]=[CH:27][CH:26]=1)[CH:9]=2)=[O:5])[CH3:2]. The catalyst is CO.[Pd]. The product is [CH2:1]([O:3][C:4]([C:6]1[CH:7]([NH2:31])[C:8]2[C:13]([C:14]=1[C:15]1[CH:20]=[CH:19][CH:18]=[CH:17][CH:16]=1)=[CH:12][CH:11]=[C:10]([O:21][CH2:22][CH2:23][CH2:24][C:25]1[CH:30]=[CH:29][CH:28]=[CH:27][CH:26]=1)[CH:9]=2)=[O:5])[CH3:2]. The yield is 0.780. (5) The yield is 0.0500. The catalyst is C(#N)C. The product is [Cl:1][C:2]1[CH:10]=[C:9]2[C:5]([C:6]([C:44]#[N:43])=[C:7]([C:13]([NH:15][CH:16]([C:21]3[CH:26]=[CH:25][CH:24]=[C:23]([C:27]([F:30])([F:28])[F:29])[CH:22]=3)[C:17]([F:18])([F:20])[F:19])=[O:14])[N:8]2[CH2:11][CH3:12])=[CH:4][C:3]=1[C:31]([NH:33][C:34]1([C:37]#[N:38])[CH2:35][CH2:36]1)=[O:32]. The reactants are [Cl:1][C:2]1[CH:10]=[C:9]2[C:5]([CH:6]=[C:7]([C:13]([NH:15][CH:16]([C:21]3[CH:26]=[CH:25][CH:24]=[C:23]([C:27]([F:30])([F:29])[F:28])[CH:22]=3)[C:17]([F:20])([F:19])[F:18])=[O:14])[N:8]2[CH2:11][CH3:12])=[CH:4][C:3]=1[C:31]([NH:33][C:34]1([C:37]#[N:38])[CH2:36][CH2:35]1)=[O:32].ClS([N:43]=[C:44]=O)(=O)=O.CN(C)C=O. (6) The reactants are [CH3:1][O:2][C:3]([C:5]1[S:9][C:8]2[CH:10]=[C:11]([C:14]([OH:16])=O)[CH:12]=[CH:13][C:7]=2[C:6]=1[O:17][CH2:18][C:19]([O:21][CH3:22])=[O:20])=[O:4].[CH2:23]([NH2:30])[C:24]1[CH:29]=[CH:28][CH:27]=[CH:26][CH:25]=1.Cl.CN(C)CCCN=C=NCC. The yield is 0.630. The catalyst is CN(C)C1C=CN=CC=1.CN(C)C=O.C(OCC)(=O)C. The product is [CH3:1][O:2][C:3]([C:5]1[S:9][C:8]2[CH:10]=[C:11]([C:14](=[O:16])[NH:30][CH2:23][C:24]3[CH:29]=[CH:28][CH:27]=[CH:26][CH:25]=3)[CH:12]=[CH:13][C:7]=2[C:6]=1[O:17][CH2:18][C:19]([O:21][CH3:22])=[O:20])=[O:4]. (7) The reactants are COC[O:4][C:5]1[CH:10]=[C:9]([O:11]COC)[CH:8]=[CH:7][C:6]=1[CH:15]1[CH2:20][CH2:19][CH2:18][CH:17]([NH:21][C:22](=[O:24])[CH3:23])[CH2:16]1. The catalyst is CO. The product is [OH:4][C:5]1[CH:10]=[C:9]([OH:11])[CH:8]=[CH:7][C:6]=1[CH:15]1[CH2:20][CH2:19][CH2:18][CH:17]([NH:21][C:22](=[O:24])[CH3:23])[CH2:16]1. The yield is 0.340. (8) The reactants are O=C1C2C(=CC=CC=2)C(=O)[N:3]1[O:12][CH2:13][CH2:14][NH:15][C:16]([NH:18][C:19](=[O:25])[O:20][C:21]([CH3:24])([CH3:23])[CH3:22])=[O:17].C(Cl)Cl.O.NN. The catalyst is C(O)C. The product is [NH2:3][O:12][CH2:13][CH2:14][NH:15][C:16]([NH:18][C:19](=[O:25])[O:20][C:21]([CH3:23])([CH3:22])[CH3:24])=[O:17]. The yield is 0.720. (9) The product is [CH2:1]([C:5]1([CH2:28][CH2:29][CH2:30][CH3:31])[NH:11][CH:10]([C:12]2[CH:17]=[CH:16][CH:15]=[CH:14][CH:13]=2)[C:9]2[CH:18]=[C:19]([O:24][CH3:25])[C:20]([CH2:22][NH:32][CH:33]([CH2:34][C:35]([O:37][CH3:38])=[O:36])[CH2:39][C:40]([O:42][CH3:43])=[O:41])=[CH:21][C:8]=2[S:7](=[O:26])(=[O:27])[CH2:6]1)[CH2:2][CH2:3][CH3:4]. The reactants are [CH2:1]([C:5]1([CH2:28][CH2:29][CH2:30][CH3:31])[NH:11][CH:10]([C:12]2[CH:17]=[CH:16][CH:15]=[CH:14][CH:13]=2)[C:9]2[CH:18]=[C:19]([O:24][CH3:25])[C:20]([CH:22]=O)=[CH:21][C:8]=2[S:7](=[O:27])(=[O:26])[CH2:6]1)[CH2:2][CH2:3][CH3:4].[NH2:32][CH:33]([CH2:39][C:40]([O:42][CH3:43])=[O:41])[CH2:34][C:35]([O:37][CH3:38])=[O:36].C(O)(=O)C.C([O-])([O-])=O.[Na+].[Na+]. The yield is 0.697. The catalyst is ClCCCl.CCOC(C)=O.C(Cl)Cl.